The task is: Predict the reactants needed to synthesize the given product.. This data is from Full USPTO retrosynthesis dataset with 1.9M reactions from patents (1976-2016). The reactants are: C[Al](C)C.C(O[C:8]([C:10]1[C:11]([CH3:31])=[C:12]([C:24]([O:26]C(C)(C)C)=O)[NH:13][C:14]=1[CH2:15][CH2:16][CH2:17][CH2:18][N:19]([CH2:22][CH3:23])CC)=[O:9])C. Given the product [CH2:12]([N:13]([CH2:14][CH3:10])[CH2:23][CH2:22][N:19]1[CH2:18][CH2:17][CH2:16][CH2:15][C:14]2[NH:13][C:12]([CH:24]=[O:26])=[C:11]([CH3:31])[C:10]=2[C:8]1=[O:9])[CH3:11], predict the reactants needed to synthesize it.